From a dataset of Reaction yield outcomes from USPTO patents with 853,638 reactions. Predict the reaction yield, written as a fraction of the theoretical maximum amount of product (1.0 means a 100% yield; for example, 0.34 means a 34% yield). (1) The reactants are [CH:1]([C:4]1[CH:8]=[C:7]([NH2:9])[O:6][N:5]=1)([CH3:3])[CH3:2].C(=O)([O-])[O-].[K+].[K+].Cl[C:17]([O:19][C:20]1[CH:25]=[CH:24][CH:23]=[CH:22][CH:21]=1)=[O:18]. The catalyst is O1CCCC1. The product is [CH:1]([C:4]1[CH:8]=[C:7]([NH:9][C:17](=[O:18])[O:19][C:20]2[CH:25]=[CH:24][CH:23]=[CH:22][CH:21]=2)[O:6][N:5]=1)([CH3:3])[CH3:2]. The yield is 0.680. (2) The reactants are [Na+].[Na+].C([O:5][CH2:6][C:7]1[CH:15]=[CH:14][CH:13]=[C:9]([C:10]([O-:12])=[O:11])[C:8]=1[C:16]([O-:18])=[O:17])C.[Mn]([O-])(=O)(=O)=[O:20].[K+]. The catalyst is O. The product is [C:6]([OH:5])(=[O:20])[C:7]1[CH:15]=[CH:14][CH:13]=[C:9]([C:10]([OH:12])=[O:11])[C:8]=1[C:16]([OH:18])=[O:17]. The yield is 0.420. (3) The reactants are [F:1][CH:2]([F:15])[CH2:3][O:4][C:5]1[N:10]=[CH:9][C:8]([C:11](=O)[CH3:12])=[CH:7][C:6]=1[CH3:14].[CH3:16][C:17]([S@:20]([NH2:22])=[O:21])([CH3:19])[CH3:18]. No catalyst specified. The product is [F:1][CH:2]([F:15])[CH2:3][O:4][C:5]1[N:10]=[CH:9][C:8]([CH:11]([NH:22][S@@:20]([C:17]([CH3:19])([CH3:18])[CH3:16])=[O:21])[CH3:12])=[CH:7][C:6]=1[CH3:14]. The yield is 0.820.